This data is from Reaction yield outcomes from USPTO patents with 853,638 reactions. The task is: Predict the reaction yield, written as a fraction of the theoretical maximum amount of product (1.0 means a 100% yield; for example, 0.34 means a 34% yield). The reactants are O[CH:2]=[C:3]1[C:11]2[C:6](=[CH:7][C:8]([C:12]([C:14]3[CH:15]=[C:16]([NH:20][C:21]([C:23]4[N:24]([CH3:29])[N:25]=[C:26]([CH3:28])[CH:27]=4)=[O:22])[CH:17]=[CH:18][CH:19]=3)=[O:13])=[CH:9][CH:10]=2)[NH:5][C:4]1=[O:30].[CH3:31][N:32]([CH3:44])[CH2:33][CH:34]([NH:36][C:37]1[CH:42]=[CH:41][C:40]([NH2:43])=[CH:39][CH:38]=1)[CH3:35]. The catalyst is C1COCC1. The product is [CH3:44][N:32]([CH3:31])[CH2:33][CH:34]([NH:36][C:37]1[CH:38]=[CH:39][C:40]([NH:43][CH:2]=[C:3]2[C:11]3[C:6](=[CH:7][C:8]([C:12]([C:14]4[CH:15]=[C:16]([NH:20][C:21]([C:23]5[N:24]([CH3:29])[N:25]=[C:26]([CH3:28])[CH:27]=5)=[O:22])[CH:17]=[CH:18][CH:19]=4)=[O:13])=[CH:9][CH:10]=3)[NH:5][C:4]2=[O:30])=[CH:41][CH:42]=1)[CH3:35]. The yield is 0.400.